This data is from Reaction yield outcomes from USPTO patents with 853,638 reactions. The task is: Predict the reaction yield, written as a fraction of the theoretical maximum amount of product (1.0 means a 100% yield; for example, 0.34 means a 34% yield). (1) The reactants are Cl.[Cl:2][C:3]1[CH:4]=[C:5]2[C:9](=[CH:10][CH:11]=1)[NH:8][CH:7]=[C:6]2[CH2:12][CH2:13][NH2:14].C1CN([P+](ON2N=NC3C=CC=CC2=3)(N2CCCC2)N2CCCC2)CC1.F[P-](F)(F)(F)(F)F.C(N(CC)C(C)C)(C)C.[O:57]=[C:58]1[CH:62]([C:63](O)=[O:64])[CH2:61][CH2:60][N:59]1[C:66]1[CH:71]=[CH:70][C:69]([CH3:72])=[CH:68][CH:67]=1. The catalyst is CN(C=O)C. The product is [Cl:2][C:3]1[CH:4]=[C:5]2[C:9](=[CH:10][CH:11]=1)[NH:8][CH:7]=[C:6]2[CH2:12][CH2:13][NH:14][C:63]([CH:62]1[CH2:61][CH2:60][N:59]([C:66]2[CH:71]=[CH:70][C:69]([CH3:72])=[CH:68][CH:67]=2)[C:58]1=[O:57])=[O:64]. The yield is 0.420. (2) The reactants are [O:1]1[C:5]2[CH:6]=[CH:7][C:8]([C:10]3([C:13]([OH:15])=O)[CH2:12][CH2:11]3)=[CH:9][C:4]=2[O:3][CH2:2]1.CN(C(ON1N=NC2C=CC=CC1=2)=[N+](C)C)C.F[P-](F)(F)(F)(F)F.CCN(CC)CC.[NH2:47][C:48]1[CH:49]=[C:50]2[C:54](=[CH:55][CH:56]=1)[NH:53][C:52]([C:57]([CH3:61])([CH3:60])[CH2:58][OH:59])=[CH:51]2. The catalyst is C(#N)C. The product is [O:1]1[C:5]2[CH:6]=[CH:7][C:8]([C:10]3([C:13]([NH:47][C:48]4[CH:49]=[C:50]5[C:54](=[CH:55][CH:56]=4)[NH:53][C:52]([C:57]([CH3:61])([CH3:60])[CH2:58][OH:59])=[CH:51]5)=[O:15])[CH2:11][CH2:12]3)=[CH:9][C:4]=2[O:3][CH2:2]1. The yield is 0.750.